Dataset: Forward reaction prediction with 1.9M reactions from USPTO patents (1976-2016). Task: Predict the product of the given reaction. Given the reactants [CH2:1]([N:3]1[CH:8]2[CH2:9][CH2:10][CH:4]1[CH2:5][CH:6]([C:11]1[N:16]3[N:17]=[C:18]([C:21]4[CH:26]=[CH:25][N:24]=[CH:23][CH:22]=4)[C:19](I)=[C:15]3[N:14]=[CH:13][CH:12]=1)[CH2:7]2)[CH3:2].[CH3:27][O:28][C:29]1[CH:34]=[C:33](B(O)O)[CH:32]=[CH:31][N:30]=1.C(=O)([O-])[O-].[K+].[K+].C(=O)(O)[O-].[Na+], predict the reaction product. The product is: [CH2:1]([N:3]1[CH:8]2[CH2:9][CH2:10][CH:4]1[CH2:5][CH:6]([C:11]1[N:16]3[N:17]=[C:18]([C:21]4[CH:26]=[CH:25][N:24]=[CH:23][CH:22]=4)[C:19]([C:33]4[CH:32]=[CH:31][N:30]=[C:29]([O:28][CH3:27])[CH:34]=4)=[C:15]3[N:14]=[CH:13][CH:12]=1)[CH2:7]2)[CH3:2].